Dataset: Full USPTO retrosynthesis dataset with 1.9M reactions from patents (1976-2016). Task: Predict the reactants needed to synthesize the given product. (1) Given the product [C:1]([C:3]1[CH:4]=[C:5]([C:15]2[O:19][N:18]=[C:17]([C:20]3[CH:29]=[CH:28][CH:27]=[C:26]4[C:21]=3[CH:22]=[CH:23][N:24]=[C:25]4[CH2:30][CH2:31][C:32]([OH:34])=[O:33])[N:16]=2)[CH:6]=[CH:7][C:8]=1[O:9][CH2:10][C:11]([F:13])([F:14])[F:12])#[N:2], predict the reactants needed to synthesize it. The reactants are: [C:1]([C:3]1[CH:4]=[C:5]([C:15]2[O:19][N:18]=[C:17]([C:20]3[CH:29]=[CH:28][CH:27]=[C:26]4[C:21]=3[CH:22]=[CH:23][N:24]=[C:25]4[CH2:30][CH2:31][C:32]([O:34]C(C)(C)C)=[O:33])[N:16]=2)[CH:6]=[CH:7][C:8]=1[O:9][CH2:10][C:11]([F:14])([F:13])[F:12])#[N:2]. (2) Given the product [F:23][C:2]([F:22])([F:1])[C:3]1[CH:8]=[C:7]([C:9]([F:10])([F:11])[F:12])[CH:6]=[CH:5][C:4]=1[C:13]1[C:18]([Cl:19])=[CH:17][C:16]2[N:20]=[C:28]([C:27]([F:31])([F:32])[C:26]([F:33])([F:34])[C:25]([F:36])([F:35])[F:24])[NH:21][C:15]=2[CH:14]=1, predict the reactants needed to synthesize it. The reactants are: [F:1][C:2]([F:23])([F:22])[C:3]1[CH:8]=[C:7]([C:9]([F:12])([F:11])[F:10])[CH:6]=[CH:5][C:4]=1[C:13]1[CH:14]=[C:15]([NH2:21])[C:16]([NH2:20])=[CH:17][C:18]=1[Cl:19].[F:24][C:25]([F:36])([F:35])[C:26]([F:34])([F:33])[C:27]([F:32])([F:31])[C:28](O)=O. (3) Given the product [NH2:1][C@H:2]1[CH2:7][CH2:6][C@H:5]([NH:8][C:9]2[CH:10]=[C:11]([NH:28][C:29]3[CH:34]=[CH:33][CH:32]=[CH:31][N:30]=3)[C:12]3[N:13]([C:15]([C:18]([NH:20][C:21]4[CH:26]=[CH:25][N:24]=[C:23]([F:27])[CH:22]=4)=[O:19])=[CH:16][N:17]=3)[N:14]=2)[CH2:4][CH2:3]1, predict the reactants needed to synthesize it. The reactants are: [NH2:1][C@H:2]1[CH2:7][CH2:6][C@H:5]([NH:8][C:9]2[CH:10]=[C:11]([N:28](CC3C=CC(OC)=CC=3)[C:29]3[CH:34]=[CH:33][CH:32]=[CH:31][N:30]=3)[C:12]3[N:13]([C:15]([C:18]([NH:20][C:21]4[CH:26]=[CH:25][N:24]=[C:23]([F:27])[CH:22]=4)=[O:19])=[CH:16][N:17]=3)[N:14]=2)[CH2:4][CH2:3]1.CO.O. (4) Given the product [CH3:44][O:48][N:38]([CH3:43])[C:22](=[O:24])[CH2:21][CH2:20][C@H:19]([C@@H:18]1[C@:26]2([CH3:34])[C:15]([C:14]3[CH2:13][CH2:12][C@@H:11]4[C@:30]([C:29]=3[CH2:28][CH2:27]2)([CH3:33])[CH2:31][CH2:32][C@H:9]([O:8][Si:1]([C:4]([CH3:6])([CH3:7])[CH3:5])([CH3:3])[CH3:2])[C:10]4([CH3:36])[CH3:35])=[CH:16][CH2:17]1)[CH3:25], predict the reactants needed to synthesize it. The reactants are: [Si:1]([O:8][C@H:9]1[CH2:32][CH2:31][C@@:30]2([CH3:33])[C@@H:11]([CH2:12][CH2:13][C:14]3[C:15]4[C@:26]([CH3:34])([CH2:27][CH2:28][C:29]=32)[C@@H:18]([C@H:19]([CH3:25])[CH2:20][CH2:21][C:22]([OH:24])=O)[CH2:17][CH:16]=4)[C:10]1([CH3:36])[CH3:35])([C:4]([CH3:7])([CH3:6])[CH3:5])([CH3:3])[CH3:2].C[N:38]1[CH2:43]COCC1.[CH2:44]([O:48]C(Cl)=O)C(C)C.Cl. (5) Given the product [Si:1]([O:8][C@@H:9]([C:12]1[CH:13]=[C:14]2[C:19](=[CH:20][CH:21]=1)[NH:18][C:17](=[O:22])[CH2:16][CH2:15]2)[CH2:10][N:26]1[CH2:27][CH2:28][C@@H:29]([C:30]2[S:31][CH:32]=[CH:33][CH:34]=2)[C@H:24]([OH:23])[CH2:25]1)([C:4]([CH3:7])([CH3:6])[CH3:5])([CH3:3])[CH3:2], predict the reactants needed to synthesize it. The reactants are: [Si:1]([O:8][C@@H:9]([C:12]1[CH:13]=[C:14]2[C:19](=[CH:20][CH:21]=1)[NH:18][C:17](=[O:22])[CH2:16][CH2:15]2)[CH2:10]Cl)([C:4]([CH3:7])([CH3:6])[CH3:5])([CH3:3])[CH3:2].[OH:23][C@H:24]1[C@H:29]([C:30]2[S:31][CH:32]=[CH:33][CH:34]=2)[CH2:28][CH2:27][NH:26][CH2:25]1.[I-].[Na+].C(N(CC)CC)C.C(=O)([O-])O.[Na+].